This data is from Reaction yield outcomes from USPTO patents with 853,638 reactions. The task is: Predict the reaction yield, written as a fraction of the theoretical maximum amount of product (1.0 means a 100% yield; for example, 0.34 means a 34% yield). (1) The reactants are FC(F)(F)S(O[C:7]1[CH:15]=[CH:14][C:13]([C:16]2[N:17]([C:32]([O:34][C:35]([CH3:38])([CH3:37])[CH3:36])=[O:33])[C:18]3[C:23]([CH:24]=2)=[CH:22][C:21]([CH2:25][N:26]2[CH2:31][CH2:30][CH2:29][CH2:28][CH2:27]2)=[CH:20][CH:19]=3)=[C:12]2[C:8]=1[CH2:9][NH:10][C:11]2=[O:39])(=O)=O.[CH2:42]([O:45][CH3:46])[C:43]#[CH:44]. The catalyst is C(NCC)C.Cl[Pd](Cl)([P](C1C=CC=CC=1)(C1C=CC=CC=1)C1C=CC=CC=1)[P](C1C=CC=CC=1)(C1C=CC=CC=1)C1C=CC=CC=1.[Cu](I)I. The product is [CH3:46][O:45][CH2:42][C:43]#[C:44][C:7]1[CH:15]=[CH:14][C:13]([C:16]2[N:17]([C:32]([O:34][C:35]([CH3:38])([CH3:36])[CH3:37])=[O:33])[C:18]3[C:23]([CH:24]=2)=[CH:22][C:21]([CH2:25][N:26]2[CH2:27][CH2:28][CH2:29][CH2:30][CH2:31]2)=[CH:20][CH:19]=3)=[C:12]2[C:8]=1[CH2:9][NH:10][C:11]2=[O:39]. The yield is 0.720. (2) The reactants are O1CCCC1.C[Si](C)(C)[C:8]([F:11])([F:10])[F:9].[O:14]1[CH2:19][CH2:18][C:17](=[O:20])[CH2:16][CH2:15]1.Cl. The catalyst is CCOC(C)=O.CCCC[N+](CCCC)(CCCC)CCCC.[F-]. The product is [F:9][C:8]([F:11])([F:10])[C:17]1([OH:20])[CH2:18][CH2:19][O:14][CH2:15][CH2:16]1. The yield is 0.427. (3) The product is [CH3:1][C@@H:2]1[CH2:8][C:7]2[CH:9]=[C:10]3[O:15][CH2:14][O:13][C:11]3=[CH:12][C:6]=2[C:5]([C:16]2[CH:21]=[CH:20][C:19]([N+:22]([O-:24])=[O:23])=[CH:18][CH:17]=2)=[N:4][N:3]1[C:25]1[O:31][C:29]([CH3:30])=[N:28][N:27]=1. The reactants are [CH3:1][C@@H:2]1[CH2:8][C:7]2[CH:9]=[C:10]3[O:15][CH2:14][O:13][C:11]3=[CH:12][C:6]=2[C:5]([C:16]2[CH:21]=[CH:20][C:19]([N+:22]([O-:24])=[O:23])=[CH:18][CH:17]=2)=[N:4][N:3]1[C:25]([NH:27][NH:28][C:29](=[O:31])[CH3:30])=S.C(O)C. The yield is 0.510. The catalyst is ClCCl.C([O-])(=O)C.[Hg+2].C([O-])(=O)C. (4) The reactants are ClC1C=C2NC(=O)C3(C(CC(C)(C)C)[CH2:14][C:13](=[O:21])[NH:12][CH:11]3[C:22]3[CH:27]=[CH:26][CH:25]=[C:24]([Cl:28])[CH:23]=3)C2=CC=1.C(OC([N:35]1[C:43]2[C:38](=[CH:39][CH:40]=[C:41]([Cl:44])[CH:42]=2)/[C:37](=[CH:45]/[C:46]2[CH:51]=[CH:50][CH:49]=[CH:48][CH:47]=2)/[C:36]1=[O:52])=O)C.CO.[OH-].[Na+]. The catalyst is C1(C)C=CC=CC=1. The product is [Cl:44][C:41]1[CH:42]=[C:43]2[NH:35][C:36](=[O:52])[C:37]3([CH:45]([C:46]4[CH:47]=[CH:48][CH:49]=[CH:50][CH:51]=4)[CH2:14][C:13](=[O:21])[NH:12][CH:11]3[C:22]3[CH:27]=[CH:26][CH:25]=[C:24]([Cl:28])[CH:23]=3)[C:38]2=[CH:39][CH:40]=1. The yield is 1.00. (5) The reactants are CN(C)[CH:3]=[O:4].[OH:6][C:7]1[CH:14]=[CH:13][C:12](O)=[CH:11][C:8]=1[CH:9]=[O:10].[H-].[Na+].[CH2:18](Br)[C:19]1[CH:24]=[CH:23][CH:22]=[CH:21][CH:20]=1. The catalyst is O. The product is [CH2:18]([O:6][C:7]1[CH:14]=[CH:13][C:12]([O:4][CH2:3][C:7]2[CH:14]=[CH:13][CH:12]=[CH:11][CH:8]=2)=[CH:11][C:8]=1[CH:9]=[O:10])[C:19]1[CH:24]=[CH:23][CH:22]=[CH:21][CH:20]=1. The yield is 0.760. (6) The reactants are [OH:1][C:2]1[CH:7]=[C:6]([O:8][CH3:9])[CH:5]=[CH:4][C:3]=1[C:10]([C:12]1[CH:17]=[CH:16][CH:15]=[C:14]([O:18][CH2:19][C:20]2[N:21]=[C:22]([C:26]3[CH:31]=[CH:30][CH:29]=[CH:28][CH:27]=3)[O:23][C:24]=2[CH3:25])[CH:13]=1)=[O:11].Br[CH2:33][C:34]([O:36][CH2:37][CH3:38])=[O:35].C(=O)([O-])[O-].[K+].[K+].CN(C)C=O. The catalyst is O. The product is [C:34]([O:36][CH2:37][CH2:38][O:1][C:2]1[CH:7]=[C:6]([O:8][CH3:9])[CH:5]=[CH:4][C:3]=1[C:10](=[O:11])[C:12]1[CH:17]=[CH:16][CH:15]=[C:14]([O:18][CH2:19][C:20]2[N:21]=[C:22]([C:26]3[CH:27]=[CH:28][CH:29]=[CH:30][CH:31]=3)[O:23][C:24]=2[CH3:25])[CH:13]=1)(=[O:35])[CH3:33]. The yield is 0.690.